Dataset: Full USPTO retrosynthesis dataset with 1.9M reactions from patents (1976-2016). Task: Predict the reactants needed to synthesize the given product. (1) Given the product [C:1]([O:5][C:6](=[O:10])[CH:7]([C:8]#[N:9])[C:14](=[S:15])[NH:13][CH2:11][CH3:12])([CH3:4])([CH3:3])[CH3:2], predict the reactants needed to synthesize it. The reactants are: [C:1]([O:5][C:6](=[O:10])[CH2:7][C:8]#[N:9])([CH3:4])([CH3:3])[CH3:2].[CH2:11]([N:13]=[C:14]=[S:15])[CH3:12]. (2) Given the product [OH:8][NH:9][CH2:10][C:11]([NH:13][C@H:14]([C:20]([OH:22])=[O:21])[CH2:15][CH2:16][CH2:17][CH2:18][NH2:19])=[O:12], predict the reactants needed to synthesize it. The reactants are: C([O:8][NH:9][CH2:10][C:11]([NH:13][C@H:14]([C:20]([OH:22])=[O:21])[CH2:15][CH2:16][CH2:17][CH2:18][NH2:19])=[O:12])C1C=CC=CC=1. (3) Given the product [C:9]([OH:22])(=[O:21])[CH:10]=[CH2:11].[NH2:46][C:47]([O:6][CH2:5][CH3:7])=[O:48], predict the reactants needed to synthesize it. The reactants are: C1(C=[CH:7][C:5]([OH:6])=CC=1)O.[C:9]([O-:22])(=[O:21])[CH2:10][CH2:11]CCCCCCCCC.[C:9]([O-:22])(=[O:21])[CH2:10][CH2:11]CCCCCCCCC.C([Sn+2]CCCC)CCC.[N-:46]=[C:47]=[O:48]. (4) Given the product [F:12][C:13]([F:24])([F:23])[C:14]([NH:9][CH2:8][CH2:7][C:6]1[CH:10]=[CH:11][C:3]([O:2][CH3:1])=[CH:4][CH:5]=1)=[O:15], predict the reactants needed to synthesize it. The reactants are: [CH3:1][O:2][C:3]1[CH:11]=[CH:10][C:6]([CH2:7][CH2:8][NH2:9])=[CH:5][CH:4]=1.[F:12][C:13]([F:24])([F:23])[C:14](O[C:14](=[O:15])[C:13]([F:24])([F:23])[F:12])=[O:15].[NH4+].[Cl-]. (5) Given the product [CH2:13]([C:17]1[N:18]=[C:19]([CH3:46])[N:20]([CH2:39][C:40]2[N:41]=[C:42]([CH3:45])[S:43][CH:44]=2)[C:21](=[O:38])[C:22]=1[CH2:23][C:24]1[CH:25]=[CH:26][C:27]([C:30]2[CH:35]=[CH:34][CH:33]=[CH:32][C:31]=2[C:36]2[NH:3][C:4](=[O:7])[O:5][N:37]=2)=[CH:28][CH:29]=1)[CH2:14][CH2:15][CH3:16], predict the reactants needed to synthesize it. The reactants are: [Cl-].O[NH3+:3].[C:4](=[O:7])([O-])[OH:5].[Na+].CS(C)=O.[CH2:13]([C:17]1[N:18]=[C:19]([CH3:46])[N:20]([CH2:39][C:40]2[N:41]=[C:42]([CH3:45])[S:43][CH:44]=2)[C:21](=[O:38])[C:22]=1[CH2:23][C:24]1[CH:29]=[CH:28][C:27]([C:30]2[C:31]([C:36]#[N:37])=[CH:32][CH:33]=[CH:34][CH:35]=2)=[CH:26][CH:25]=1)[CH2:14][CH2:15][CH3:16].